Dataset: Full USPTO retrosynthesis dataset with 1.9M reactions from patents (1976-2016). Task: Predict the reactants needed to synthesize the given product. (1) Given the product [Cl:1][C:2]1[CH:7]=[C:6]([C:8]2[N:12]=[CH:11][O:10][N:9]=2)[CH:5]=[CH:4][C:3]=1[C:13]1[N:18]=[C:17]2[O:19][C:20]([CH3:24])([CH3:25])[CH2:21][CH:22]([NH:23][C:36](=[O:37])[CH:35]([OH:39])[C:34]([F:41])([F:40])[F:33])[C:16]2=[CH:15][C:14]=1[C:26]1[CH:27]=[CH:28][C:29]([Cl:32])=[CH:30][CH:31]=1, predict the reactants needed to synthesize it. The reactants are: [Cl:1][C:2]1[CH:7]=[C:6]([C:8]2[N:12]=[CH:11][O:10][N:9]=2)[CH:5]=[CH:4][C:3]=1[C:13]1[N:18]=[C:17]2[O:19][C:20]([CH3:25])([CH3:24])[CH2:21][CH:22]([NH2:23])[C:16]2=[CH:15][C:14]=1[C:26]1[CH:31]=[CH:30][C:29]([Cl:32])=[CH:28][CH:27]=1.[F:33][C:34]([F:41])([F:40])[CH:35]([OH:39])[C:36](O)=[O:37].CCN(CC)CC.C1CN([P+](ON2N=NC3C=CC=CC2=3)(N2CCCC2)N2CCCC2)CC1.F[P-](F)(F)(F)(F)F. (2) Given the product [Cl-:33].[CH3:1][C:2]1([C:13](=[O:32])[NH:14][CH2:15][C:16]2[CH:21]=[C:20]([C:22]3[CH:23]=[N:24][C:25]([C:28]([F:31])([F:30])[F:29])=[CH:26][CH:27]=3)[N:19]=[CH:18][N:17]=2)[CH2:5][CH2:4][NH2+:3]1, predict the reactants needed to synthesize it. The reactants are: [CH3:1][C:2]1([C:13](=[O:32])[NH:14][CH2:15][C:16]2[CH:21]=[C:20]([C:22]3[CH:23]=[N:24][C:25]([C:28]([F:31])([F:30])[F:29])=[CH:26][CH:27]=3)[N:19]=[CH:18][N:17]=2)[CH2:5][CH2:4][N:3]1C(OC(C)(C)C)=O.[ClH:33].O1CCOCC1. (3) Given the product [C:50]([C:7]1([O:8][CH2:9][C:10]2[CH:11]=[CH:12][C:13]([O:14][C:15]3[C:16]([C:17]4[NH:41][N:40]=[N:39][N:18]=4)=[CH:19][CH:20]=[CH:21][N:22]=3)=[CH:23][CH:24]=2)[CH:25]=[CH:26][C:4]([C:1](=[O:3])[CH3:2])=[C:5]([OH:30])[CH:6]1[CH2:27][CH2:28][CH3:29])(=[O:52])[CH3:51], predict the reactants needed to synthesize it. The reactants are: [C:1]([C:4]1[CH:26]=[CH:25][C:7]([O:8][CH2:9][C:10]2[CH:24]=[CH:23][C:13]([O:14][C:15]3[N:22]=[CH:21][CH:20]=[CH:19][C:16]=3[C:17]#[N:18])=[CH:12][CH:11]=2)=[C:6]([CH2:27][CH2:28][CH3:29])[C:5]=1[OH:30])(=[O:3])[CH3:2].Cl.C(N(CC)CC)C.[N-:39]=[N+:40]=[N-:41].[Na+].C1(C)C=CC=CC=1.[C:50](OCC)(=[O:52])[CH3:51]. (4) Given the product [OH:8][CH2:7][CH2:6][C:3]1([NH:2][C:17](=[O:18])[O:19][C:20]([CH3:23])([CH3:22])[CH3:21])[CH2:5][CH2:4]1, predict the reactants needed to synthesize it. The reactants are: Cl.[NH2:2][C:3]1([CH2:6][CH2:7][OH:8])[CH2:5][CH2:4]1.O.C(N(CC)CC)C.[C:17](O[C:17]([O:19][C:20]([CH3:23])([CH3:22])[CH3:21])=[O:18])([O:19][C:20]([CH3:23])([CH3:22])[CH3:21])=[O:18]. (5) The reactants are: [NH2:1][C:2]1[CH:3]=[C:4]([NH:8][C:9](=[O:15])[CH2:10][CH2:11][N:12]([CH3:14])[CH3:13])[CH:5]=[CH:6][CH:7]=1.[Cl:16][CH2:17][CH2:18][N:19]([CH2:29][CH2:30][Cl:31])[C:20]1[CH:25]=[CH:24][C:23]([N:26]=[C:27]=[O:28])=[CH:22][CH:21]=1.C1C2C(=NC3C(C=2NC2C=C(C=C(CO)C=2)N)=CC=CC=3)C=CC=1.ClC(Cl)(OC(=O)OC(Cl)(Cl)Cl)Cl. Given the product [Cl:16][CH2:17][CH2:18][N:19]([CH2:29][CH2:30][Cl:31])[C:20]1[CH:21]=[CH:22][C:23]([NH:26][C:27](=[O:28])[NH:1][C:2]2[CH:3]=[C:4]([NH:8][C:9](=[O:15])[CH2:10][CH2:11][N:12]([CH3:14])[CH3:13])[CH:5]=[CH:6][CH:7]=2)=[CH:24][CH:25]=1, predict the reactants needed to synthesize it. (6) The reactants are: [C@H:1]12[N:8]([C:9]([C:11]3[C:16]([N:17]4[N:21]=[CH:20][CH:19]=[N:18]4)=[CH:15][CH:14]=[CH:13][C:12]=3[F:22])=[O:10])[CH2:7][C@H:6]1[CH2:5][CH2:4][NH:3][CH2:2]2.[C@H]12NC[C@H]1CCN(C(OC(C)(C)C)=O)C2. Given the product [C@@H:1]12[N:8]([C:9]([C:11]3[C:16]([N:17]4[N:18]=[CH:19][CH:20]=[N:21]4)=[CH:15][CH:14]=[CH:13][C:12]=3[F:22])=[O:10])[CH2:7][C@@H:6]1[CH2:5][CH2:4][NH:3][CH2:2]2, predict the reactants needed to synthesize it. (7) Given the product [C:22]([O:21][C:19](=[O:20])[NH:1][C:2]1[CH:7]=[CH:6][C:5]([B:26]2[O:30][C:29]([CH3:32])([CH3:31])[C:28]([CH3:34])([CH3:33])[O:27]2)=[C:4]([O:9][CH3:10])[CH:3]=1)([CH3:23])([CH3:24])[CH3:25], predict the reactants needed to synthesize it. The reactants are: [NH2:1][C:2]1[CH:3]=[C:4]([O:9][CH3:10])[C:5](Br)=[CH:6][CH:7]=1.[C:22]([O:21][C:19](O[C:19]([O:21][C:22]([CH3:25])([CH3:24])[CH3:23])=[O:20])=[O:20])([CH3:25])([CH3:24])[CH3:23].[B:26]1([B:26]2[O:30][C:29]([CH3:32])([CH3:31])[C:28]([CH3:34])([CH3:33])[O:27]2)[O:30][C:29]([CH3:32])([CH3:31])[C:28]([CH3:34])([CH3:33])[O:27]1.C([O-])(=O)C.[K+]. (8) Given the product [C:1]([O:5][C:6]([N:7]1[C:24](=[O:32])[CH2:23][CH2:22][C@H:8]1[CH2:9][C:10]1[CH:11]=[CH:12][C:13]([C:16]2[CH:17]=[CH:18][CH:19]=[CH:20][CH:21]=2)=[CH:14][CH:15]=1)=[O:33])([CH3:3])([CH3:4])[CH3:2], predict the reactants needed to synthesize it. The reactants are: [C:1]([O:5][C:6](=[O:33])[NH:7][C@@H:8]([CH2:22][CH:23]1C(=O)OC(C)(C)O[C:24]1=[O:32])[CH2:9][C:10]1[CH:15]=[CH:14][C:13]([C:16]2[CH:21]=[CH:20][CH:19]=[CH:18][CH:17]=2)=[CH:12][CH:11]=1)([CH3:4])([CH3:3])[CH3:2]. (9) Given the product [CH3:31][O:30][C:15]1[N:16]=[C:17]([NH:19][CH2:20][CH2:21][C:22]2[CH:23]=[CH:24][C:25]([O:28][CH3:29])=[CH:26][CH:27]=2)[CH:18]=[C:13]([C:9]2[CH:10]=[CH:11][CH:12]=[C:7]([C:5]3[NH:35][N:2]=[C:3]([CH3:32])[CH:4]=3)[CH:8]=2)[N:14]=1, predict the reactants needed to synthesize it. The reactants are: C[N:2](C)[C:3]([CH3:32])=[CH:4][C:5]([C:7]1[CH:12]=[CH:11][CH:10]=[C:9]([C:13]2[CH:18]=[C:17]([NH:19][CH2:20][CH2:21][C:22]3[CH:27]=[CH:26][C:25]([O:28][CH3:29])=[CH:24][CH:23]=3)[N:16]=[C:15]([O:30][CH3:31])[N:14]=2)[CH:8]=1)=O.O.[NH2:35]N.CCO.CCOC(C)=O.